This data is from Catalyst prediction with 721,799 reactions and 888 catalyst types from USPTO. The task is: Predict which catalyst facilitates the given reaction. (1) Reactant: [C:1]1([Mg]Br)[CH:6]=[CH:5][CH:4]=[CH:3][CH:2]=1.CCOCC.[C:14]1(=O)[CH2:18][CH2:17][CH2:16][CH2:15]1.C1(C([O-])=O)SC=CC=1.Cl. Product: [C:14]1([C:1]2[CH:6]=[CH:5][CH:4]=[CH:3][CH:2]=2)[CH2:18][CH2:17][CH2:16][CH:15]=1. The catalyst class is: 1. (2) Reactant: [CH3:1][O:2][C:3]1[CH:4]=[C:5]([CH:8]=[C:9]([O:11][CH3:12])[CH:10]=1)[C:6]#N.[C:13]1([Mg]Cl)[CH:18]=[CH:17][CH:16]=[CH:15][CH:14]=1.C1C[O:24]CC1. Product: [CH3:1][O:2][C:3]1[CH:4]=[C:5]([CH:8]=[C:9]([O:11][CH3:12])[CH:10]=1)[C:6]([C:13]1[CH:18]=[CH:17][CH:16]=[CH:15][CH:14]=1)=[O:24]. The catalyst class is: 33. (3) Reactant: [CH2:1]([N:8](C)[CH:9]1[CH2:14][CH2:13][N:12]([C:15]2[CH:16]=[N:17][C:18]([O:21][CH3:22])=[CH:19][CH:20]=2)[CH2:11][CH2:10]1)C1C=CC=CC=1. Product: [CH3:22][O:21][C:18]1[N:17]=[CH:16][C:15]([N:12]2[CH2:11][CH2:10][CH:9]([NH:8][CH3:1])[CH2:14][CH2:13]2)=[CH:20][CH:19]=1. The catalyst class is: 5. (4) Reactant: C[O:2][C:3]1[CH:4]=[C:5]2[C:10](=[CH:11][CH:12]=1)[C:9](=[O:13])[NH:8][CH2:7][CH2:6]2.Cl.[NH+]1C=CC=CC=1. Product: [OH:2][C:3]1[CH:4]=[C:5]2[C:10](=[CH:11][CH:12]=1)[C:9](=[O:13])[NH:8][CH2:7][CH2:6]2. The catalyst class is: 6. (5) Reactant: [CH3:1][O:2][C:3]1[C:23]2[CH2:22][NH+:10]3[CH2:11][CH2:12][C:13]4[C:18]([C:9]3=[C:8]([CH3:24])[C:7]=2[CH:6]=[CH:5][C:4]=1[O:25][CH3:26])=[CH:17][C:16]1[O:19][CH2:20][O:21][C:15]=1[CH:14]=4.[I-].[OH-:28].[Na+]. Product: [CH3:1][O:2][C:3]1[C:23]2[C:22](=[O:28])[N:10]3[CH2:11][CH2:12][C:13]4[C:18]([C:9]3=[C:8]([CH3:24])[C:7]=2[CH:6]=[CH:5][C:4]=1[O:25][CH3:26])=[CH:17][C:16]1[O:19][CH2:20][O:21][C:15]=1[CH:14]=4. The catalyst class is: 6. (6) Reactant: [Br:1][C:2]1[CH:3]=[C:4]([C:17]([O:19]C)=O)[N:5]([CH2:7][C:8]([C:10]2[CH:15]=[N:14][C:13]([CH3:16])=[CH:12][N:11]=2)=O)[CH:6]=1.[CH2:21]([NH2:24])[CH2:22][NH2:23]. Product: [Br:1][C:2]1[CH:3]=[C:4]2[C:17](=[O:19])[N:23]3[CH2:22][CH2:21][NH:24][C:8]3([C:10]3[CH:15]=[N:14][C:13]([CH3:16])=[CH:12][N:11]=3)[CH2:7][N:5]2[CH:6]=1. The catalyst class is: 12.